Dataset: Full USPTO retrosynthesis dataset with 1.9M reactions from patents (1976-2016). Task: Predict the reactants needed to synthesize the given product. Given the product [Cl:1][C:2]1[C:3]([F:23])=[C:4]([CH:8]=[CH:9][C:10]=1[O:11][C:12]1[CH:17]=[CH:16][C:15]([Cl:18])=[C:14]([C:19]([F:22])([F:21])[F:20])[CH:13]=1)[C:5]([NH:59][S:56]([CH3:55])(=[O:58])=[O:57])=[O:6], predict the reactants needed to synthesize it. The reactants are: [Cl:1][C:2]1[C:3]([F:23])=[C:4]([CH:8]=[CH:9][C:10]=1[O:11][C:12]1[CH:17]=[CH:16][C:15]([Cl:18])=[C:14]([C:19]([F:22])([F:21])[F:20])[CH:13]=1)[C:5](O)=[O:6].Cl.CN(C)CCCN=C=NCC.ON1C2C=CC=CC=2N=N1.C(N(CC)C(C)C)(C)C.[CH3:55][S:56]([NH2:59])(=[O:58])=[O:57].